Task: Predict the product of the given reaction.. Dataset: Forward reaction prediction with 1.9M reactions from USPTO patents (1976-2016) (1) Given the reactants C(Cl)(=O)C(Cl)=O.CS(C)=O.[OH:11][CH:12]([CH:30]([CH3:32])[CH3:31])[CH2:13][NH:14][C:15]([CH2:17][CH2:18][NH:19][C:20](=[O:29])[O:21][CH2:22][C:23]1[CH:28]=[CH:27][CH:26]=[CH:25][CH:24]=1)=[O:16].C(N(CC)CC)C, predict the reaction product. The product is: [CH3:31][CH:30]([CH3:32])[C:12](=[O:11])[CH2:13][NH:14][C:15]([CH2:17][CH2:18][NH:19][C:20](=[O:29])[O:21][CH2:22][C:23]1[CH:24]=[CH:25][CH:26]=[CH:27][CH:28]=1)=[O:16]. (2) Given the reactants [Cl:1][C:2]1[N:3]=[C:4]([C:9]([NH:11][C:12]2[CH:25]=[CH:24][C:15]3[CH:16]=[C:17]([C:19]([O:21]CC)=[O:20])[S:18][C:14]=3[CH:13]=2)=[O:10])[NH:5][C:6]=1[CH2:7][CH3:8].[OH-].[Li+], predict the reaction product. The product is: [Cl:1][C:2]1[N:3]=[C:4]([C:9]([NH:11][C:12]2[CH:25]=[CH:24][C:15]3[CH:16]=[C:17]([C:19]([OH:21])=[O:20])[S:18][C:14]=3[CH:13]=2)=[O:10])[NH:5][C:6]=1[CH2:7][CH3:8]. (3) Given the reactants C[O:2][C:3]1[CH:4]=[C:5]([CH2:11][C@@H:12]2[C@:21]3([CH3:22])[C@H:16]([C:17]([CH3:24])([CH3:23])[CH2:18][CH2:19][CH2:20]3)[CH2:15][CH2:14][C@@H:13]2[C:25]([OH:27])=[O:26])[CH:6]=[C:7]([O:9]C)[CH:8]=1.B(Br)(Br)Br.CO, predict the reaction product. The product is: [OH:2][C:3]1[CH:4]=[C:5]([CH2:11][C@@H:12]2[C@:21]3([CH3:22])[C@H:16]([C:17]([CH3:23])([CH3:24])[CH2:18][CH2:19][CH2:20]3)[CH2:15][CH2:14][C@@H:13]2[C:25]([OH:27])=[O:26])[CH:6]=[C:7]([OH:9])[CH:8]=1. (4) Given the reactants [NH2:1][C:2]1([C:15]([F:18])([F:17])[F:16])[CH2:7][CH2:6][N:5]([C:8]([O:10][C:11]([CH3:14])([CH3:13])[CH3:12])=[O:9])[CH2:4][CH2:3]1.[O:19]=[C:20]1[NH:25][C:24]2[CH:26]=[C:27]([CH:30]=O)[CH:28]=[CH:29][C:23]=2[S:22][CH2:21]1.[O-]S([O-])(=O)=O.[Na+].[Na+].[BH4-].[Na+], predict the reaction product. The product is: [C:11]([O:10][C:8]([N:5]1[CH2:4][CH2:3][C:2]([NH:1][CH2:30][C:27]2[CH:28]=[CH:29][C:23]3[S:22][CH2:21][C:20](=[O:19])[NH:25][C:24]=3[CH:26]=2)([C:15]([F:18])([F:16])[F:17])[CH2:7][CH2:6]1)=[O:9])([CH3:14])([CH3:12])[CH3:13]. (5) Given the reactants C([O:3][C:4](=[O:21])[CH:5]([O:19][CH3:20])[CH2:6][C:7]1[CH:12]=[CH:11][C:10]([C:13]#[C:14][CH2:15][CH2:16][CH2:17]Br)=[CH:9][CH:8]=1)C.[CH:22]1[CH:23]=[CH:24][C:25]([CH2:28][C:29]2[CH:30]=[CH:31][C:32]([OH:35])=[CH:33][CH:34]=2)=[CH:26][CH:27]=1.C(=O)([O-])[O-].[Cs+].[Cs+], predict the reaction product. The product is: [CH2:28]([C:29]1[CH:30]=[CH:31][C:32]([O:35][CH2:17][CH2:16][CH2:15][C:14]#[C:13][C:10]2[CH:9]=[CH:8][C:7]([CH2:6][C@H:5]([O:19][CH3:20])[C:4]([OH:3])=[O:21])=[CH:12][CH:11]=2)=[CH:33][CH:34]=1)[C:25]1[CH:24]=[CH:23][CH:22]=[CH:27][CH:26]=1. (6) Given the reactants [N:1]1([CH2:6][C:7]2[N:11]3[CH:12]=[C:13](C)[CH:14]=[CH:15][C:10]3=[N:9][C:8]=2[C:17]2[CH:22]=[CH:21][C:20](C)=[CH:19][CH:18]=2)C=[CH:4][N:3]=[CH:2]1.[ClH:24].ClCC1N2N=CC=CC2=[N:29]C=1C1C=CC(Cl)=CC=1.N1C=CN=N1, predict the reaction product. The product is: [N:1]1([CH2:6][C:7]2[N:11]3[CH:12]=[CH:13][CH:14]=[CH:15][C:10]3=[N:9][C:8]=2[C:17]2[CH:22]=[CH:21][C:20]([Cl:24])=[CH:19][CH:18]=2)[CH:2]=[N:3][CH:4]=[N:29]1. (7) Given the reactants [CH2:1]([O:8][C:9]1[CH:10]=[C:11]([CH:20]=[CH:21][C:22]=1[N+:23]([O-:25])=[O:24])[CH2:12][CH:13]1[CH2:18][CH2:17][CH2:16][CH2:15][C:14]1=O)[C:2]1[CH:7]=[CH:6][CH:5]=[CH:4][CH:3]=1.Cl.[NH2:27][OH:28].C([O-])(=O)C.[Na+].O, predict the reaction product. The product is: [CH2:1]([O:8][C:9]1[CH:10]=[C:11]([CH:20]=[CH:21][C:22]=1[N+:23]([O-:25])=[O:24])[CH2:12][CH:13]1[CH2:18][CH2:17][CH2:16][CH2:15][C:14]1=[N:27][OH:28])[C:2]1[CH:7]=[CH:6][CH:5]=[CH:4][CH:3]=1.